Dataset: Catalyst prediction with 721,799 reactions and 888 catalyst types from USPTO. Task: Predict which catalyst facilitates the given reaction. (1) Reactant: [Cl:1][C:2]1[CH:3]=[C:4]([C:12]2[N:16]=[C:15]([C:17]3[CH:18]=[C:19]([CH:24]=[CH:25][CH:26]=3)[C:20](=[NH:23])[NH:21][OH:22])[O:14][N:13]=2)[CH:5]=[CH:6][C:7]=1[O:8][CH:9]([CH3:11])[CH3:10].[C:27](N1C=CN=C1)(N1C=CN=C1)=[O:28].C1CCN2C(=NCCC2)CC1. Product: [Cl:1][C:2]1[CH:3]=[C:4]([C:12]2[N:16]=[C:15]([C:17]3[CH:18]=[C:19]([C:20]4[NH:21][O:22][C:27](=[O:28])[N:23]=4)[CH:24]=[CH:25][CH:26]=3)[O:14][N:13]=2)[CH:5]=[CH:6][C:7]=1[O:8][CH:9]([CH3:11])[CH3:10]. The catalyst class is: 38. (2) Reactant: [Cl:1][C:2]1[CH:7]=[CH:6][C:5]([N:8]2[C:12]([CH2:13][CH2:14][CH3:15])=[C:11]([C:16](Cl)=[O:17])[CH:10]=[N:9]2)=[CH:4][CH:3]=1.[CH3:19][NH:20][CH:21]1[CH2:26][CH2:25][CH2:24][CH2:23][CH2:22]1. Product: [Cl:1][C:2]1[CH:7]=[CH:6][C:5]([N:8]2[C:12]([CH2:13][CH2:14][CH3:15])=[C:11]([C:16]([N:20]([CH:21]3[CH2:26][CH2:25][CH2:24][CH2:23][CH2:22]3)[CH3:19])=[O:17])[CH:10]=[N:9]2)=[CH:4][CH:3]=1. The catalyst class is: 59.